This data is from Reaction yield outcomes from USPTO patents with 853,638 reactions. The task is: Predict the reaction yield, written as a fraction of the theoretical maximum amount of product (1.0 means a 100% yield; for example, 0.34 means a 34% yield). The product is [CH2:22]1[O:21][C:18]2[CH:19]=[CH:20][C:15]([NH:14][C:10]3[CH:11]=[CH:12][CH:13]=[C:4]([C:3]([OH:24])=[O:2])[C:5]=3[C:6]([OH:8])=[O:7])=[CH:16][C:17]=2[O:23]1. The reactants are C[O:2][C:3](=[O:24])[C:4]1[C:5](=[C:10]([NH:14][C:15]2[CH:20]=[CH:19][C:18]3[O:21][CH2:22][O:23][C:17]=3[CH:16]=2)[CH:11]=[CH:12][CH:13]=1)[C:6]([O:8]C)=[O:7].[OH-].[Na+]. The yield is 0.880. The catalyst is C(O)C.